From a dataset of Reaction yield outcomes from USPTO patents with 853,638 reactions. Predict the reaction yield, written as a fraction of the theoretical maximum amount of product (1.0 means a 100% yield; for example, 0.34 means a 34% yield). (1) The reactants are [Cl:1][C:2]1[C:11]([C:12]([O:14][CH3:15])=[O:13])=[C:10](Cl)[C:9]2[C:4](=[CH:5][CH:6]=[C:7]([C:17]#[N:18])[CH:8]=2)[N:3]=1.[Cl:19][C:20]1[CH:21]=[C:22]([CH:25]=[CH:26][C:27]=1[O:28][CH3:29])[CH2:23][NH2:24].Cl.CCN(C(C)C)C(C)C. The catalyst is CN1C(=O)CCC1.CCOC(C)=O. The product is [Cl:1][C:2]1[C:11]([C:12]([O:14][CH3:15])=[O:13])=[C:10]([NH:24][CH2:23][C:22]2[CH:25]=[CH:26][C:27]([O:28][CH3:29])=[C:20]([Cl:19])[CH:21]=2)[C:9]2[C:4](=[CH:5][CH:6]=[C:7]([C:17]#[N:18])[CH:8]=2)[N:3]=1. The yield is 0.800. (2) The reactants are [CH3:1][O:2][C:3]1[C:12]([NH:13][C:14](=[O:18])OCC)=[N:11][C:10]2[C:5](=[CH:6][C:7]([O:21][CH3:22])=[C:8]([O:19][CH3:20])[CH:9]=2)[N:4]=1.[Cl:23][C:24]1[CH:25]=[C:26]([N:30]2[CH2:35][CH2:34][NH:33][CH2:32][CH2:31]2)[CH:27]=[CH:28][CH:29]=1. No catalyst specified. The product is [CH3:1][O:2][C:3]1[C:12]([NH:13][C:14]([N:33]2[CH2:32][CH2:31][N:30]([C:26]3[CH:27]=[CH:28][CH:29]=[C:24]([Cl:23])[CH:25]=3)[CH2:35][CH2:34]2)=[O:18])=[N:11][C:10]2[C:5](=[CH:6][C:7]([O:21][CH3:22])=[C:8]([O:19][CH3:20])[CH:9]=2)[N:4]=1. The yield is 0.740. (3) The reactants are [N:1]1[CH:6]=[CH:5][CH:4]=[CH:3][C:2]=1[C:7]1[C:8]([NH2:13])=[N:9][NH:10][C:11]=1[NH2:12].[Br:14][CH:15]([CH:18]=O)[CH:16]=O. The catalyst is C(O)C.C(O)(=O)C. The product is [Br:14][C:15]1[CH:16]=[N:12][C:11]2[N:10]([N:9]=[C:8]([NH2:13])[C:7]=2[C:2]2[CH:3]=[CH:4][CH:5]=[CH:6][N:1]=2)[CH:18]=1. The yield is 0.190. (4) The reactants are [Cl-].O[NH3+:3].[C:4](=[O:7])([O-])[OH:5].[Na+].CS(C)=O.[CH2:13]([C:17]1[N:22]2[N:23]=[CH:24][N:25]=[C:21]2[N:20]([C@H:26]2[CH2:31][CH2:30][C@H:29]([O:32][CH:33]([CH3:38])[C:34]([OH:37])([CH3:36])[CH3:35])[CH2:28][CH2:27]2)[C:19](=[O:39])[C:18]=1[CH2:40][C:41]1[CH:46]=[CH:45][C:44]([C:47]2[C:48]([C:53]#[N:54])=[CH:49][CH:50]=[CH:51][CH:52]=2)=[CH:43][CH:42]=1)[CH2:14][CH2:15][CH3:16]. The catalyst is C(OCC)(=O)C. The product is [CH2:13]([C:17]1[N:22]2[N:23]=[CH:24][N:25]=[C:21]2[N:20]([C@H:26]2[CH2:31][CH2:30][C@H:29]([O:32][CH:33]([CH3:38])[C:34]([OH:37])([CH3:36])[CH3:35])[CH2:28][CH2:27]2)[C:19](=[O:39])[C:18]=1[CH2:40][C:41]1[CH:46]=[CH:45][C:44]([C:47]2[CH:52]=[CH:51][CH:50]=[CH:49][C:48]=2[C:53]2[NH:3][C:4](=[O:7])[O:5][N:54]=2)=[CH:43][CH:42]=1)[CH2:14][CH2:15][CH3:16]. The yield is 0.560. (5) The reactants are Cl[C:2]1[CH:7]=[C:6]([O:8][CH3:9])[N:5]=[CH:4][C:3]=1[C:10]1[N:14]([CH3:15])[N:13]=[C:12]([C:16]([NH:18][C:19]2[C:24]([F:25])=[CH:23][CH:22]=[CH:21][C:20]=2[F:26])=[O:17])[CH:11]=1.Cl.[CH3:28][NH:29][CH3:30].CCN(C(C)C)C(C)C. The catalyst is CC(O)C. The product is [F:26][C:20]1[CH:21]=[CH:22][CH:23]=[C:24]([F:25])[C:19]=1[NH:18][C:16]([C:12]1[CH:11]=[C:10]([C:3]2[CH:4]=[N:5][C:6]([O:8][CH3:9])=[CH:7][C:2]=2[N:29]([CH3:30])[CH3:28])[N:14]([CH3:15])[N:13]=1)=[O:17]. The yield is 0.270. (6) The reactants are [OH:1][CH2:2][C:3]([C:5]1[CH:10]=[CH:9][CH:8]=[CH:7][CH:6]=1)=[O:4].[H-].[Li+].[CH2:13](Cl)[O:14][CH3:15].[NH4+].[Cl-]. The catalyst is CN(C=O)C. The product is [CH3:13][O:14][CH2:15][O:1][CH2:2][C:3]([C:5]1[CH:10]=[CH:9][CH:8]=[CH:7][CH:6]=1)=[O:4]. The yield is 0.450.